Dataset: Forward reaction prediction with 1.9M reactions from USPTO patents (1976-2016). Task: Predict the product of the given reaction. (1) Given the reactants [C:1]([C:5]1[CH:10]=[CH:9][C:8]([S:11]([N:14]2[C:20]3[CH:21]=[C:22]([C:25]#[N:26])[CH:23]=[CH:24][C:19]=3[NH:18][C:17]3[N:27]=[C:28]([C:31]([F:34])([F:33])[F:32])[CH:29]=[CH:30][C:16]=3[CH2:15]2)(=[O:13])=[O:12])=[CH:7][CH:6]=1)([CH3:4])([CH3:3])[CH3:2].[N-:35]=[N+:36]=[N-:37].[Na+].[Cl-].[NH4+], predict the reaction product. The product is: [C:1]([C:5]1[CH:6]=[CH:7][C:8]([S:11]([N:14]2[C:20]3[CH:21]=[C:22]([C:25]4[N:35]=[N:36][NH:37][N:26]=4)[CH:23]=[CH:24][C:19]=3[NH:18][C:17]3[N:27]=[C:28]([C:31]([F:33])([F:34])[F:32])[CH:29]=[CH:30][C:16]=3[CH2:15]2)(=[O:12])=[O:13])=[CH:9][CH:10]=1)([CH3:4])([CH3:2])[CH3:3]. (2) Given the reactants Br[C:2]1[C:7]2[CH:8]=[C:9]([C:11]3[CH:16]=[CH:15][C:14]([OH:17])=[CH:13][CH:12]=3)[O:10][C:6]=2[CH:5]=[CH:4][C:3]=1[OH:18].[CH3:19][O-:20].[Na+], predict the reaction product. The product is: [OH:17][C:14]1[CH:15]=[CH:16][C:11]([C:9]2[O:10][C:6]3[CH:5]=[CH:4][C:3]([OH:18])=[C:2]([O:20][CH3:19])[C:7]=3[CH:8]=2)=[CH:12][CH:13]=1. (3) Given the reactants [N:1]1[CH:6]=[CH:5][CH:4]=[CH:3][C:2]=1[O:7][CH2:8][C:9]1[CH:27]=[CH:26][C:12]([CH2:13][C:14]2[CH:18]=[C:17]([C:19]3[C:20]([NH2:25])=[N:21][CH:22]=[CH:23][CH:24]=3)[O:16][N:15]=2)=[CH:11][CH:10]=1.[C:28]1([CH3:38])[CH:33]=[CH:32][C:31]([S:34]([OH:37])(=[O:36])=[O:35])=[CH:30][CH:29]=1, predict the reaction product. The product is: [C:28]1([CH3:38])[CH:29]=[CH:30][C:31]([S:34]([OH:37])(=[O:35])=[O:36])=[CH:32][CH:33]=1.[N:1]1[CH:6]=[CH:5][CH:4]=[CH:3][C:2]=1[O:7][CH2:8][C:9]1[CH:27]=[CH:26][C:12]([CH2:13][C:14]2[CH:18]=[C:17]([C:19]3[C:20]([NH2:25])=[N:21][CH:22]=[CH:23][CH:24]=3)[O:16][N:15]=2)=[CH:11][CH:10]=1. (4) Given the reactants [CH3:1][O:2][C:3](=[O:13])[CH2:4][CH2:5][CH2:6][CH2:7][CH2:8][CH2:9][CH2:10][CH2:11][OH:12].[Cr](Cl)([O-])(=O)=O.[NH+]1C=CC=CC=1, predict the reaction product. The product is: [CH3:1][O:2][C:3](=[O:13])[CH2:4][CH2:5][CH2:6][CH2:7][CH2:8][CH2:9][CH2:10][CH:11]=[O:12]. (5) The product is: [OH:27][CH2:26][C:25]#[C:24][CH2:23][O:1][C:2]1[CH:7]=[CH:6][C:5]([S:8]([N:11]2[CH2:16][CH2:15][S:14][C:13]([CH3:17])([CH3:18])[C@@H:12]2[C:19]([O:21][CH3:22])=[O:20])(=[O:10])=[O:9])=[CH:4][CH:3]=1. Given the reactants [OH:1][C:2]1[CH:7]=[CH:6][C:5]([S:8]([N:11]2[CH2:16][CH2:15][S:14][C:13]([CH3:18])([CH3:17])[C@@H:12]2[C:19]([O:21][CH3:22])=[O:20])(=[O:10])=[O:9])=[CH:4][CH:3]=1.[CH2:23](O)[C:24]#[C:25][CH2:26][OH:27], predict the reaction product. (6) Given the reactants [Cl:1][C:2]1[CH:7]=[CH:6][C:5]([CH:8]([C:28]2[CH:33]=[CH:32][C:31]([Cl:34])=[CH:30][CH:29]=2)[N:9]2[CH2:13][CH2:12][C@@H:11]([NH:14][C:15](=[O:27])[C:16]3[CH:21]=[CH:20][C:19]([O:22][C:23]([F:26])([F:25])[F:24])=[CH:18][CH:17]=3)[CH2:10]2)=[CH:4][CH:3]=1.Cl, predict the reaction product. The product is: [ClH:1].[Cl:34][C:31]1[CH:30]=[CH:29][C:28]([CH:8]([C:5]2[CH:4]=[CH:3][C:2]([Cl:1])=[CH:7][CH:6]=2)[N:9]2[CH2:13][CH2:12][C@@H:11]([NH:14][C:15](=[O:27])[C:16]3[CH:17]=[CH:18][C:19]([O:22][C:23]([F:24])([F:25])[F:26])=[CH:20][CH:21]=3)[CH2:10]2)=[CH:33][CH:32]=1.